This data is from Reaction yield outcomes from USPTO patents with 853,638 reactions. The task is: Predict the reaction yield, written as a fraction of the theoretical maximum amount of product (1.0 means a 100% yield; for example, 0.34 means a 34% yield). (1) The reactants are [H-].[Na+].[CH2:3]([OH:21])[CH2:4][O:5][CH2:6][CH2:7][O:8][CH2:9][CH2:10][O:11][CH2:12][CH2:13][O:14][CH2:15][CH2:16][O:17][CH2:18][CH2:19][OH:20].[CH2:22](Br)[C:23]#[CH:24]. The catalyst is C1COCC1. The product is [CH2:19]([OH:20])[CH2:18][O:17][CH2:16][CH2:15][O:14][CH2:13][CH2:12][O:11][CH2:10][CH2:9][O:8][CH2:7][CH2:6][O:5][CH2:4][CH2:3][O:21][CH2:24][C:23]#[CH:22]. The yield is 0.540. (2) The reactants are O1[C:5]2([CH2:10][CH2:9][CH:8]([N:11]3[C:16](=[O:17])[C:15]([CH2:18][C:19]4[S:23][C:22]([C:24]5[CH:31]=[CH:30][CH:29]=[CH:28][C:25]=5[C:26]#[N:27])=[CH:21][CH:20]=4)=[C:14]([CH2:32][CH2:33][CH3:34])[N:13]4[N:35]=[CH:36][N:37]=[C:12]34)[CH2:7][CH2:6]2)[O:4]CC1.Cl.O1CCCC1. The catalyst is C(OCC)(=O)C. The product is [OH:4][C@H:5]1[CH2:10][CH2:9][C@H:8]([N:11]2[C:16](=[O:17])[C:15]([CH2:18][C:19]3[S:23][C:22]([C:24]4[CH:31]=[CH:30][CH:29]=[CH:28][C:25]=4[C:26]#[N:27])=[CH:21][CH:20]=3)=[C:14]([CH2:32][CH2:33][CH3:34])[N:13]3[N:35]=[CH:36][N:37]=[C:12]23)[CH2:7][CH2:6]1. The yield is 0.630. (3) The reactants are [Cl:1][C:2]1[CH:7]=[CH:6][C:5]([OH:8])=[C:4]([O:9][CH3:10])[CH:3]=1.[CH:11]1[CH:16]=[CH:15][C:14]([C@@H:17]2[O:19][C@H:18]2[CH2:20][OH:21])=[CH:13][CH:12]=1. The catalyst is [Cl-].C([N+](CCCC)(CCCC)C)CCC.[OH-].[Na+].ClCCl. The product is [Cl:1][C:2]1[CH:7]=[CH:6][C:5]([O:8][C@H:17]([C:14]2[CH:15]=[CH:16][CH:11]=[CH:12][CH:13]=2)[C@@H:18]([OH:19])[CH2:20][OH:21])=[C:4]([O:9][CH3:10])[CH:3]=1. The yield is 0.610. (4) The reactants are [CH3:1][O:2][CH2:3][C:4]1[CH:5]=[CH:6][C:7]([O:34][C:35]([F:38])([F:37])[F:36])=[C:8]([CH:33]=1)[CH2:9][NH:10][C:11]([NH:13][C:14]1[N:18]([C:19]2[CH:24]=[CH:23][CH:22]=[CH:21][CH:20]=2)[N:17]=[C:16]([O:25][CH2:26][CH:27]2[CH2:31][CH2:30][NH:29][CH2:28]2)[C:15]=1[CH3:32])=[O:12].[ClH:39].[CH3:40]C(O)C. No catalyst specified. The product is [ClH:39].[CH3:1][O:2][CH2:3][C:4]1[CH:5]=[CH:6][C:7]([O:34][C:35]([F:37])([F:38])[F:36])=[C:8]([CH:33]=1)[CH2:9][NH:10][C:11]([NH:13][C:14]1[N:18]([C:19]2[CH:20]=[CH:21][CH:22]=[CH:23][CH:24]=2)[N:17]=[C:16]([O:25][CH2:26][CH:27]2[CH2:31][CH2:30][N:29]([CH3:40])[CH2:28]2)[C:15]=1[CH3:32])=[O:12]. The yield is 0.330. (5) The reactants are [C:1](Cl)(=[O:3])[CH3:2].[NH2:5][C:6]1[C:7]([CH3:12])=[CH:8][CH:9]=[CH:10][CH:11]=1.N1C=CC=CC=1. The catalyst is C(Cl)Cl. The product is [C:1]([NH:5][C:6]1[C:7]([CH3:12])=[CH:8][CH:9]=[CH:10][CH:11]=1)(=[O:3])[CH3:2]. The yield is 0.860. (6) The yield is 0.980. The product is [ClH:39].[S:5]1[CH:9]=[CH:8][C:7]2[C:10]([N:14]3[CH2:19][CH2:18][N:17]([CH2:20][CH2:21][CH2:22][O:23][C:24]4[C:33]5[C:28](=[CH:29][CH:30]=[CH:31][CH:32]=5)[N:27]=[C:26]([C:34]([OH:36])=[O:35])[CH:25]=4)[CH2:16][CH2:15]3)=[CH:11][CH:12]=[CH:13][C:6]1=2. The reactants are [OH-].[Li+].CO.[S:5]1[CH:9]=[CH:8][C:7]2[C:10]([N:14]3[CH2:19][CH2:18][N:17]([CH2:20][CH2:21][CH2:22][O:23][C:24]4[C:33]5[C:28](=[CH:29][CH:30]=[CH:31][CH:32]=5)[N:27]=[C:26]([C:34]([O:36]CC)=[O:35])[CH:25]=4)[CH2:16][CH2:15]3)=[CH:11][CH:12]=[CH:13][C:6]1=2.[ClH:39]. The catalyst is O.